This data is from Reaction yield outcomes from USPTO patents with 853,638 reactions. The task is: Predict the reaction yield, written as a fraction of the theoretical maximum amount of product (1.0 means a 100% yield; for example, 0.34 means a 34% yield). (1) The reactants are [Br:1][C:2]1[CH:7]=[CH:6][C:5]([C@@H:8]([CH3:11])[CH2:9]O)=[C:4]([F:12])[CH:3]=1.[C:13]1(=[O:23])[NH:17][C:16](=[O:18])[C:15]2=[CH:19][CH:20]=[CH:21][CH:22]=[C:14]12. No catalyst specified. The product is [Br:1][C:2]1[CH:7]=[CH:6][C:5]([C@@H:8]([CH3:11])[CH2:9][N:17]2[C:13](=[O:23])[C:14]3[C:15](=[CH:19][CH:20]=[CH:21][CH:22]=3)[C:16]2=[O:18])=[C:4]([F:12])[CH:3]=1. The yield is 0.690. (2) The reactants are [Br:1]N1C(=O)CCC1=O.[Cl:9][C:10]1[C:11]2[CH:18]=[CH:17][N:16]([CH:19]3[CH2:23][CH2:22][CH2:21][CH2:20]3)[C:12]=2[N:13]=[CH:14][N:15]=1. The catalyst is C(Cl)Cl. The product is [Br:1][C:18]1[C:11]2[C:10]([Cl:9])=[N:15][CH:14]=[N:13][C:12]=2[N:16]([CH:19]2[CH2:23][CH2:22][CH2:21][CH2:20]2)[CH:17]=1. The yield is 0.610. (3) The reactants are [CH3:1][C:2]1[CH:3]=[CH:4][C:5]([N+:11]([O-:13])=[O:12])=[C:6]([CH:10]=1)[C:7]([OH:9])=O.C(Cl)(=O)C(Cl)=O.[NH2:20][C:21]1[CH:26]=[CH:25][C:24]([Cl:27])=[CH:23][N:22]=1.N1C=CC=CC=1. The catalyst is ClCCl.CN(C)C=O. The product is [Cl:27][C:24]1[CH:25]=[CH:26][C:21]([NH:20][C:7]([C:6]2[CH:10]=[C:2]([CH3:1])[CH:3]=[CH:4][C:5]=2[N+:11]([O-:13])=[O:12])=[O:9])=[N:22][CH:23]=1. The yield is 0.920. (4) The reactants are Br[C:2]1[S:3][CH:4]=[CH:5][CH:6]=1.[Li]CCCC.[Cl:12][C:13]1[CH:18]=[CH:17][CH:16]=[CH:15][C:14]=1[C:19]1[N:20]([C:35]2[CH:40]=[CH:39][C:38]([Cl:41])=[CH:37][CH:36]=2)[C:21]([CH2:33][CH3:34])=[C:22]([C:24](N2CCC(=O)CC2)=[O:25])[N:23]=1. The catalyst is C1COCC1.CCCCCC. The product is [Cl:12][C:13]1[CH:18]=[CH:17][CH:16]=[CH:15][C:14]=1[C:19]1[N:20]([C:35]2[CH:36]=[CH:37][C:38]([Cl:41])=[CH:39][CH:40]=2)[C:21]([CH2:33][CH3:34])=[C:22]([C:24]([C:2]2[S:3][CH:4]=[CH:5][CH:6]=2)=[O:25])[N:23]=1. The yield is 0.310. (5) The reactants are [C:1]([OH:6])(=[O:5])[CH:2]([CH3:4])[OH:3].[C:7]([O-])(=O)C(C)O.[NH4+].C(O)(=O)C=C.P([O-])([O-])([O-])=O.[Al+3].C(=O)C.C(O)(=O)CC.C(=O)=O.C(OC)(=O)C(C)O. No catalyst specified. The product is [C:1]([OH:6])(=[O:5])[CH:2]=[CH2:4].[C:1]([O:6][CH3:7])(=[O:5])[CH:2]=[CH2:4].[CH:2](=[O:3])[CH3:1]. The yield is 0.680. (6) The reactants are [N+:1]([O-:4])([O-])=[O:2].[K+].[CH3:6][C:7]1([CH3:19])[C:15]2[C:10](=[CH:11][CH:12]=[CH:13][CH:14]=2)[C:9]([CH3:17])([CH3:16])[N:8]1[CH3:18].[OH-].[Na+]. The catalyst is OS(O)(=O)=O. The product is [CH3:16][C:9]1([CH3:17])[C:10]2[C:15](=[CH:14][C:13]([N+:1]([O-:4])=[O:2])=[CH:12][CH:11]=2)[C:7]([CH3:19])([CH3:6])[N:8]1[CH3:18]. The yield is 0.160. (7) The yield is 0.840. The product is [F:6][C:7]([F:36])([F:35])[C:8]1[CH:9]=[CH:10][C:11]([O:27][CH2:28][C:29]2[CH:34]=[CH:33][CH:32]=[CH:31][CH:30]=2)=[C:12]([C:14]2[N:15]([C:20]3[N:25]=[C:24]([C:37]([OH:39])=[O:38])[CH:23]=[CH:22][CH:21]=3)[C:16]([CH3:19])=[CH:17][CH:18]=2)[CH:13]=1. The reactants are C([Li])CCC.[F:6][C:7]([F:36])([F:35])[C:8]1[CH:9]=[CH:10][C:11]([O:27][CH2:28][C:29]2[CH:34]=[CH:33][CH:32]=[CH:31][CH:30]=2)=[C:12]([C:14]2[N:15]([C:20]3[N:25]=[C:24](Br)[CH:23]=[CH:22][CH:21]=3)[C:16]([CH3:19])=[CH:17][CH:18]=2)[CH:13]=1.[C:37](=[O:39])=[O:38]. The catalyst is C1COCC1.